This data is from Full USPTO retrosynthesis dataset with 1.9M reactions from patents (1976-2016). The task is: Predict the reactants needed to synthesize the given product. (1) Given the product [O:1]=[C:2]1[C:10]2[C:6](=[C:7]([C:11]([O:13][CH2:14][CH3:15])=[O:12])[N:8]([CH2:44][CH2:43][CH2:42][NH:41][C:22]([C:35]3[CH:40]=[CH:39][CH:38]=[CH:37][CH:36]=3)([C:23]3[CH:24]=[CH:25][CH:26]=[CH:27][CH:28]=3)[C:29]3[CH:34]=[CH:33][CH:32]=[CH:31][CH:30]=3)[N:9]=2)[CH2:5][CH2:4][CH2:3]1, predict the reactants needed to synthesize it. The reactants are: [O:1]=[C:2]1[C:10]2[NH:9][N:8]=[C:7]([C:11]([O:13][CH2:14][CH3:15])=[O:12])[C:6]=2[CH2:5][CH2:4][CH2:3]1.CC(C)([O-])C.[K+].[C:22]([NH:41][CH2:42][CH2:43][CH2:44]Br)([C:35]1[CH:40]=[CH:39][CH:38]=[CH:37][CH:36]=1)([C:29]1[CH:34]=[CH:33][CH:32]=[CH:31][CH:30]=1)[C:23]1[CH:28]=[CH:27][CH:26]=[CH:25][CH:24]=1. (2) Given the product [CH3:21][C:19]([O:22][C:23]1[CH:28]=[CH:27][C:26]([O:29][C:30]2[CH:35]=[CH:34][CH:33]=[C:32]([CH2:36][NH:37][C:4](=[O:6])[C:3]3[CH:7]=[CH:8][C:9]([C:11]([F:14])([F:13])[F:12])=[CH:10][C:2]=3[CH3:1])[CH:31]=2)=[CH:25][C:24]=1[CH3:38])([CH3:20])[C:18]([OH:40])=[O:17], predict the reactants needed to synthesize it. The reactants are: [CH3:1][C:2]1[CH:10]=[C:9]([C:11]([F:14])([F:13])[F:12])[CH:8]=[CH:7][C:3]=1[C:4]([OH:6])=O.C([O:17][C:18](=[O:40])[C:19]([O:22][C:23]1[CH:28]=[CH:27][C:26]([O:29][C:30]2[CH:35]=[CH:34][CH:33]=[C:32]([CH2:36][NH2:37])[CH:31]=2)=[CH:25][C:24]=1[CH2:38]C)([CH3:21])[CH3:20])C. (3) The reactants are: [O:1]=[C:2]1[C:10](=[O:11])[C:9]2[C:4](=[CH:5][CH:6]=[C:7]([S:12](Cl)(=[O:14])=[O:13])[CH:8]=2)[NH:3]1.C1COCC1.[CH2:21](CN)[C:22]1[CH:27]=[CH:26][CH:25]=[CH:24][CH:23]=1.[CH:30]([N:33](CC)C(C)C)(C)C. Given the product [CH2:21]([N:33]([CH3:30])[S:12]([C:7]1[CH:8]=[C:9]2[C:4](=[CH:5][CH:6]=1)[NH:3][C:2](=[O:1])[C:10]2=[O:11])(=[O:14])=[O:13])[C:22]1[CH:23]=[CH:24][CH:25]=[CH:26][CH:27]=1, predict the reactants needed to synthesize it.